This data is from Peptide-MHC class II binding affinity with 134,281 pairs from IEDB. The task is: Regression. Given a peptide amino acid sequence and an MHC pseudo amino acid sequence, predict their binding affinity value. This is MHC class II binding data. (1) The MHC is HLA-DPA10103-DPB10601 with pseudo-sequence HLA-DPA10103-DPB10601. The peptide sequence is AAATAGTTVYGWFAA. The binding affinity (normalized) is 0.0681. (2) The peptide sequence is MLIESNLAGSNDNFL. The MHC is DRB1_0802 with pseudo-sequence DRB1_0802. The binding affinity (normalized) is 0.0787. (3) The peptide sequence is SQDLELSWNLNGLPAY. The MHC is HLA-DQA10101-DQB10501 with pseudo-sequence HLA-DQA10101-DQB10501. The binding affinity (normalized) is 0.925.